From a dataset of Experimentally validated miRNA-target interactions with 360,000+ pairs, plus equal number of negative samples. Binary Classification. Given a miRNA mature sequence and a target amino acid sequence, predict their likelihood of interaction. (1) The miRNA is ath-miR156f-5p with sequence UGACAGAAGAGAGUGAGCAC. The protein sequence of the target gene is MAKAPSWAGVGALAYKAPEALWPAEAVMDGTMEDSEAVQRATALIEQRLAQEEENEKLRGDARQKLPMDLLVLEDEKHHGAQSAALQKVKGQERVRKTSLDLRREIIDVGGIQNLIELRKKRKQKKRDALAASHEPPPEPEEITGPVDEETFLKAAVEGKMKVIEKFLADGGSADTCDQFRRTALHRASLEGHMEILEKLLDNGATVDFQDRLDCTAMHWACRGGHLEVVKLLQSHGADTNVRDKLLSTPLHVAVRTGQVEIVEHFLSLGLEINARDREGDTALHDAVRLNRYKIIKLLL.... Result: 0 (no interaction). (2) The miRNA is hsa-miR-660-5p with sequence UACCCAUUGCAUAUCGGAGUUG. The protein sequence of the target gene is MDEEIAALVVDNGSGMCKAGFAGDDAPRAVFPSIVGRPRHQGVMVGMGQKDSYVGDEAQSKRGILTLKYPIEHGIVTNWDDMEKIWHHTFYNELRVAPEEHPVLLTEAPLNPKANREKMTQIMFETFNTPAMYVAIQAVLSLYASGRTTGIVMDSGDGVTHTVPIYEGYALPHAILRLDLAGRDLTDYLMKILTERGYSFTTTAEREIVRDIKEKLCYVALDFEQEMGTAASSSSLEKSYELPDGQVITIGNERFRCPEALFQPSFLGMESCGIHETTFNSIMKCDVDIRKDLYANTVLS.... Result: 0 (no interaction). (3) The miRNA is hsa-miR-27b-3p with sequence UUCACAGUGGCUAAGUUCUGC. The protein sequence of the target gene is MPRSFLVKTHSSHRVPNYRRLETQREINGACSACGGLVVPLLPRDKEAPSVPGDLPQPWDRSSAVACISLPLLPRIEEALGASGLDALEVSEVDPRASRAAIVPLKDSLNHLNLPPLLVLPTRWSPTLGPDRHGAPEKLLGAERMPRAPGGFECFHCHKPYHTLAGLARHRQLHCHLQVGRVFTCKYCDKEYTSLGALKMHIRTHTLPCTCKICGKAFSRPWLLQGHVRTHTGEKPYACSHCSRAFADRSNLRAHLQTHSDAKKYRCRRCTKTFSRMSLLARHEESGCCPGP. Result: 0 (no interaction). (4) The miRNA is rno-miR-221-5p with sequence ACCUGGCAUACAAUGUAGAUUUC. The protein sequence of the target gene is MPGPLRSLEMESLQFRDVAVEFSLEEWHCLDTAQQNLYRDVMLENYRHLVFLGIIVSKPDLITCLEQGIKPLTMKRHEMIAKPPVVCSHFAQDLWPEQSIKDSYQKVILRKFEKCGHGNLHFKKGCESVDECKLHKRGYNGLNQCLTTTQSKIFQCGKYVKVFHQFSNSKRHKRRHTEKKPLKYIEGDKAFNQSSTHTTHKKIDTGEKPYKCEECGKAFNRSSHLTTHKITHTREKPYKCEECGKVFKYFSSFTTHKKIHSGEKPYICEECGKAFMYPYTLTTHKIIHTGEQPYKCKECD.... Result: 0 (no interaction).